From a dataset of Forward reaction prediction with 1.9M reactions from USPTO patents (1976-2016). Predict the product of the given reaction. (1) Given the reactants F[C:2]1[CH:7]=[CH:6][CH:5]=[CH:4][C:3]=1[N:8]1[C:12]([C:13]2[CH:18]=[CH:17][CH:16]=[CH:15][C:14]=2[OH:19])=[CH:11][CH:10]=[N:9]1.C([O-])([O-])=O.[K+].[K+].O, predict the reaction product. The product is: [N:9]1[N:8]2[C:3]3[CH:4]=[CH:5][CH:6]=[CH:7][C:2]=3[O:19][C:14]3[CH:15]=[CH:16][CH:17]=[CH:18][C:13]=3[C:12]2=[CH:11][CH:10]=1. (2) Given the reactants [NH2:1][C:2]1[C:10]2[C:5](=[N:6][C:7]([C:18]3[CH:23]=[CH:22][C:21]([Cl:24])=[CH:20][C:19]=3[Cl:25])=[C:8]([C:11]3[CH:16]=[CH:15][C:14]([Cl:17])=[CH:13][CH:12]=3)[CH:9]=2)[O:4][C:3]=1[C:26](=[O:31])[C:27]([OH:30])([CH3:29])[CH3:28].[C:32]([O:35][CH2:36][C:37](Cl)=[O:38])(=[O:34])[CH3:33].C(#N)C, predict the reaction product. The product is: [C:32]([O:35][CH2:36][C:37]([NH:1][C:2]1[C:10]2[C:5](=[N:6][C:7]([C:18]3[CH:23]=[CH:22][C:21]([Cl:24])=[CH:20][C:19]=3[Cl:25])=[C:8]([C:11]3[CH:12]=[CH:13][C:14]([Cl:17])=[CH:15][CH:16]=3)[CH:9]=2)[O:4][C:3]=1[C:26](=[O:31])[C:27]([OH:30])([CH3:28])[CH3:29])=[O:38])(=[O:34])[CH3:33]. (3) Given the reactants [ClH:1].Cl.Cl[C:4]1[CH:9]=[CH:8][CH:7]=[CH:6][C:5]=1[N:10]=CC1(O)CCCC1.[CH:18]1[CH:23]=[CH:22][C:21](C2C=CC=CC=2)=[CH:20][CH:19]=1.C1C=CC([O:36]C2C=CC=CC=2)=CC=1, predict the reaction product. The product is: [CH:19]1[CH:20]=[CH:21][C:22]([Cl:1])=[C:23]([C:5]2([NH2:10])[C:4](=[O:36])[CH2:9][CH2:8][CH2:7][CH2:6]2)[CH:18]=1. (4) Given the reactants [CH2:1]([O:3][C:4]([C:6]1[CH:10]=[CH:9][NH:8][N:7]=1)=[O:5])[CH3:2].Br[C:12]1[CH:13]=[C:14]([C:22]#[N:23])[C:15]2[C:20]([CH:21]=1)=[CH:19][CH:18]=[CH:17][CH:16]=2.CN[C@@H]1CCCC[C@H]1NC.C(=O)([O-])[O-].[K+].[K+], predict the reaction product. The product is: [CH2:1]([O:3][C:4]([C:6]1[CH:10]=[CH:9][N:8]([C:12]2[CH:13]=[C:14]([C:22]#[N:23])[C:15]3[C:20](=[CH:19][CH:18]=[CH:17][CH:16]=3)[CH:21]=2)[N:7]=1)=[O:5])[CH3:2]. (5) Given the reactants FC1C=C2C(=CC=1)NC(=O)C2.N1C=CN=C1C(N)=O.[NH2:20][CH2:21][C@@H:22]([OH:30])[CH2:23][N:24]1[CH2:29][CH2:28][O:27][CH2:26][CH2:25]1.C(N(CC)CC)C, predict the reaction product. The product is: [NH2:20][CH2:21][C@H:22]([OH:30])[CH2:23][N:24]1[CH2:25][CH2:26][O:27][CH2:28][CH2:29]1. (6) Given the reactants [NH:1]1[C:5]2[CH:6]=[CH:7][CH:8]=[CH:9][C:4]=2[NH:3][C:2]1=O.[C:11](=[O:14])([O-])[O-].[K+].[K+].IC.[CH:19](Cl)(Cl)Cl, predict the reaction product. The product is: [CH3:2][N:3]1[C:4]2[CH:9]=[CH:8][CH:7]=[CH:6][C:5]=2[N:1]([CH3:19])[C:11]1=[O:14].